Dataset: Full USPTO retrosynthesis dataset with 1.9M reactions from patents (1976-2016). Task: Predict the reactants needed to synthesize the given product. (1) Given the product [Cl:50][C:51]1[CH:52]=[CH:53][C:54]([N:60]2[N:64]=[CH:63][CH:62]=[N:61]2)=[C:8]([CH:7]=1)[C:13]([NH:15][C@H:16]1[CH2:20][CH2:19][CH2:18][C@@H:17]1[NH:21][C:22]1[CH:27]=[N:26][C:25]([C:28]([F:31])([F:29])[F:30])=[CH:24][N:23]=1)=[O:14], predict the reactants needed to synthesize it. The reactants are: N1([C:7]2[C:8]([C:13]([NH:15][C@H:16]3[CH2:20][CH2:19][CH2:18][C@@H:17]3[NH:21][C:22]3[CH:27]=[N:26][C:25]([C:28]([F:31])([F:30])[F:29])=[CH:24][N:23]=3)=[O:14])=NC=CC=2)CCCCC1.Cl.FC(F)(F)C1N=CC(N[C@H]2CCC[C@@H]2N)=NC=1.[Cl:50][C:51]1[CH:52]=[CH:53][C:54]([N:60]2[N:64]=[CH:63][CH:62]=[N:61]2)=C(C=1)C(O)=O. (2) Given the product [CH2:18]([O:20][CH:21]([O:24][CH2:25][CH3:26])[CH2:22][O:10][C:5]1[C:4]([CH3:11])=[CH:3][C:2]([F:1])=[CH:9][C:6]=1[CH:7]=[O:8])[CH3:19], predict the reactants needed to synthesize it. The reactants are: [F:1][C:2]1[CH:3]=[C:4]([CH3:11])[C:5]([OH:10])=[C:6]([CH:9]=1)[CH:7]=[O:8].C([O-])([O-])=O.[K+].[K+].[CH2:18]([O:20][CH:21]([O:24][CH2:25][CH3:26])[CH2:22]Br)[CH3:19]. (3) Given the product [N+:1]([C:4]1[CH:5]=[C:6]2[C:10](=[CH:11][CH:12]=1)[N:9]([CH2:14][CH2:13][C:15]1[CH:20]=[CH:19][CH:18]=[CH:17][N:16]=1)[CH2:8][CH2:7]2)([O-:3])=[O:2], predict the reactants needed to synthesize it. The reactants are: [N+:1]([C:4]1[CH:5]=[C:6]2[C:10](=[CH:11][CH:12]=1)[NH:9][CH2:8][CH2:7]2)([O-:3])=[O:2].[CH:13]([C:15]1[CH:20]=[CH:19][CH:18]=[CH:17][N:16]=1)=[CH2:14].C(O)(=O)C. (4) Given the product [CH3:10][O:9][C:7]1[CH:6]=[C:5]([C:11]2[CH:15]=[N:14][N:13]3[CH:25]=[CH:24][C:22](=[O:23])[NH:16][C:12]=23)[CH:4]=[C:3]([O:2][CH3:1])[CH:8]=1, predict the reactants needed to synthesize it. The reactants are: [CH3:1][O:2][C:3]1[CH:4]=[C:5]([C:11]2[C:12]([NH2:16])=[N:13][NH:14][CH:15]=2)[CH:6]=[C:7]([O:9][CH3:10])[CH:8]=1.CN1[CH:25]=[CH:24][C:22](=[O:23])N(C)C1=O.[O-]CC.[Na+].